This data is from Full USPTO retrosynthesis dataset with 1.9M reactions from patents (1976-2016). The task is: Predict the reactants needed to synthesize the given product. (1) Given the product [CH3:1][O:2][C:3]1[CH:4]=[C:5]([CH:6]=[CH:7][CH:8]=1)[O:9][C:11]1[CH:12]=[CH:13][C:14]([N+:26]([O-:28])=[O:27])=[C:15]([CH2:17][NH:18][C:19](=[O:25])[O:20][C:21]([CH3:24])([CH3:22])[CH3:23])[CH:16]=1, predict the reactants needed to synthesize it. The reactants are: [CH3:1][O:2][C:3]1[CH:4]=[C:5]([OH:9])[CH:6]=[CH:7][CH:8]=1.Cl[C:11]1[CH:12]=[CH:13][C:14]([N+:26]([O-:28])=[O:27])=[C:15]([CH2:17][NH:18][C:19](=[O:25])[O:20][C:21]([CH3:24])([CH3:23])[CH3:22])[CH:16]=1.[H-].[Na+]. (2) Given the product [NH2:34][CH2:33][C@@H:18]1[C@@H:17]([C@@:7]2([CH3:16])[CH2:8][CH2:9][C@H:10]([OH:12])[CH2:11][C@@H:6]2[CH2:5][OH:4])[CH2:25][CH2:24][C@@:23]2([CH3:26])[C@H:19]1[CH2:20][CH2:21][C@:22]2([C:28]1[O:29][CH:30]=[CH:31][CH:32]=1)[OH:27], predict the reactants needed to synthesize it. The reactants are: C([O:4][CH2:5][C@H:6]1[CH2:11][C@@H:10]([O:12]C(=O)C)[CH2:9][CH2:8][C@@:7]1([C@H:17]1[CH2:25][CH2:24][C@@:23]2([CH3:26])[C@@H:19]([CH2:20][CH2:21][C@:22]2([C:28]2[O:29][CH:30]=[CH:31][CH:32]=2)[OH:27])[C@@H:18]1[CH2:33][NH2:34])[CH3:16])(=O)C.[OH-].[Na+].